Dataset: Catalyst prediction with 721,799 reactions and 888 catalyst types from USPTO. Task: Predict which catalyst facilitates the given reaction. (1) Reactant: Cl[C:2]1[CH:7]=[CH:6][N:5]=[C:4]([N:8]2[C:20](=[O:21])[C:19]3[S:18][C:17]4[CH2:16][CH2:15][CH2:14][CH2:13][C:12]=4[C:11]=3[CH:10]=[N:9]2)[C:3]=1[CH:22]=[O:23].[CH3:24][N:25]1[C:30](=[O:31])[C:29]([NH:32][C:33]2[CH:38]=[CH:37][C:36]([N:39]3[CH2:44][CH2:43][N:42]([CH:45]4[CH2:48][O:47][CH2:46]4)[CH2:41][C@H:40]3[CH3:49])=[CH:35][N:34]=2)=[CH:28][C:27](C2C(C=O)=C(N3C=CN4C5CCCCC=5C=C4C3=O)N=CC=2)=[CH:26]1.[O-]P([O-])([O-])=O.[K+].[K+].[K+].C([O-])(=O)C.[Na+]. Product: [CH3:24][N:25]1[C:30](=[O:31])[C:29]([NH:32][C:33]2[CH:38]=[CH:37][C:36]([N:39]3[CH2:44][CH2:43][N:42]([CH:45]4[CH2:46][O:47][CH2:48]4)[CH2:41][C@H:40]3[CH3:49])=[CH:35][N:34]=2)=[CH:28][C:27]([C:2]2[CH:7]=[CH:6][N:5]=[C:4]([N:8]3[C:20](=[O:21])[C:19]4[S:18][C:17]5[CH2:16][CH2:15][CH2:14][CH2:13][C:12]=5[C:11]=4[CH:10]=[N:9]3)[C:3]=2[CH:22]=[O:23])=[CH:26]1. The catalyst class is: 379. (2) Reactant: [NH2:1][C:2]1[N:7]=[N:6][C:5]([C:8]2[CH:17]=[CH:16][C:11]([C:12]([O:14][CH3:15])=[O:13])=[CH:10][CH:9]=2)=[CH:4][C:3]=1[Br:18].Cl[CH2:20][CH:21](OCC)OCC.CC1C=CC(S(O)(=O)=O)=CC=1. Product: [Br:18][C:3]1[C:2]2[N:7]([CH:20]=[CH:21][N:1]=2)[N:6]=[C:5]([C:8]2[CH:17]=[CH:16][C:11]([C:12]([O:14][CH3:15])=[O:13])=[CH:10][CH:9]=2)[CH:4]=1. The catalyst class is: 32.